Task: Predict the reactants needed to synthesize the given product.. Dataset: Full USPTO retrosynthesis dataset with 1.9M reactions from patents (1976-2016) (1) Given the product [OH:10][C:9]1[CH:8]=[CH:7][C:6]([C:14]2[NH:23][C:22](=[O:24])[C:21]3[C:16](=[CH:17][C:18]([O:27][CH3:28])=[CH:19][C:20]=3[O:25][CH3:26])[N:15]=2)=[CH:5][C:4]=1[CH2:3][CH2:2][OH:1], predict the reactants needed to synthesize it. The reactants are: [OH:1][CH2:2][CH2:3][C:4]1[CH:5]=[C:6]([C:14]2[NH:23][C:22](=[O:24])[C:21]3[C:16](=[CH:17][C:18]([O:27][CH3:28])=[CH:19][C:20]=3[O:25][CH3:26])[N:15]=2)[CH:7]=[CH:8][C:9]=1[O:10]COC.C(O)(=O)C.S(=O)(=O)(O)O. (2) Given the product [NH2:21][C:6]1[C:7]([C:8]([NH:10][CH2:11][CH2:12][CH2:13][N:14]2[CH2:19][CH2:18][O:17][CH2:16][CH2:15]2)=[O:9])=[C:2]([Cl:1])[N:3]=[CH:4][N:5]=1, predict the reactants needed to synthesize it. The reactants are: [Cl:1][C:2]1[C:7]([C:8]([NH:10][CH2:11][CH2:12][CH2:13][N:14]2[CH2:19][CH2:18][O:17][CH2:16][CH2:15]2)=[O:9])=[C:6](Cl)[N:5]=[CH:4][N:3]=1.[NH3:21].Cl. (3) The reactants are: [Br:1][C:2]1[CH:3]=[N:4][C:5]2[N:6]([N:8]=[C:9]([CH3:13])[C:10]=2[CH:11]=O)[CH:7]=1.Cl.[NH2:15][CH2:16][CH:17]([CH2:24][CH2:25][CH3:26])[CH2:18][C:19](OCC)=[O:20].C(N(CC)CC)C.[BH4-].[Na+]. Given the product [Br:1][C:2]1[CH:3]=[N:4][C:5]2[N:6]([N:8]=[C:9]([CH3:13])[C:10]=2[CH2:11][N:15]2[CH2:16][CH:17]([CH2:24][CH2:25][CH3:26])[CH2:18][C:19]2=[O:20])[CH:7]=1, predict the reactants needed to synthesize it. (4) Given the product [OH:28][C@@H:24]1[CH2:25][CH2:26][CH2:27][N:22]([C:3]2[C:2]([C:33]3[CH:34]=[N:29][CH:30]=[N:31][CH:32]=3)=[CH:21][C:6]([C:7]([NH:9][C:10]3[CH:15]=[CH:14][C:13]([O:16][C:17]([F:20])([F:19])[F:18])=[CH:12][CH:11]=3)=[O:8])=[CH:5][N:4]=2)[CH2:23]1, predict the reactants needed to synthesize it. The reactants are: Br[C:2]1[C:3]([N:22]2[CH2:27][CH2:26][CH2:25][C@@H:24]([OH:28])[CH2:23]2)=[N:4][CH:5]=[C:6]([CH:21]=1)[C:7]([NH:9][C:10]1[CH:15]=[CH:14][C:13]([O:16][C:17]([F:20])([F:19])[F:18])=[CH:12][CH:11]=1)=[O:8].[N:29]1[CH:34]=[C:33](B(O)O)[CH:32]=[N:31][CH:30]=1. (5) Given the product [CH3:7][O:8][C:9]1[CH:10]=[CH:11][C:12]2[NH:27][CH2:13][CH:14]([C:19]3[CH:24]=[CH:23][C:22]([O:25][CH3:26])=[CH:21][CH:20]=3)[CH2:15][O:16][C:17]=2[CH:18]=1, predict the reactants needed to synthesize it. The reactants are: [H-].[H-].[H-].[H-].[Li+].[Al+3].[CH3:7][O:8][C:9]1[CH:18]=[C:17]2[C:12]([C:13](=[N:27]O)[CH:14]([C:19]3[CH:24]=[CH:23][C:22]([O:25][CH3:26])=[CH:21][CH:20]=3)[CH2:15][O:16]2)=[CH:11][CH:10]=1. (6) Given the product [CH3:1][N:2]1[C:10]2[C:5](=[CH:6][C:7]([N:11]3[CH:12]=[CH:13][CH:14]=[CH:15]3)=[CH:8][CH:9]=2)[C:4]([C:16]2[CH:21]=[CH:20][CH:19]=[CH:18][CH:17]=2)=[C:3]1[C:22]([NH:43][C@H:42]([C:41]([OH:40])=[O:51])[CH2:44][C:45]1[CH:46]=[CH:47][CH:48]=[CH:49][CH:50]=1)=[O:23], predict the reactants needed to synthesize it. The reactants are: [CH3:1][N:2]1[C:10]2[C:5](=[CH:6][C:7]([N:11]3[CH:15]=[CH:14][CH:13]=[CH:12]3)=[CH:8][CH:9]=2)[C:4]([C:16]2[CH:21]=[CH:20][CH:19]=[CH:18][CH:17]=2)=[C:3]1[C:22](O)=[O:23].Cl.CN(C)CCCN=C=NCC.Cl.C([O:40][C:41](=[O:51])[C@H:42]([CH2:44][C:45]1[CH:50]=[CH:49][CH:48]=[CH:47][CH:46]=1)[NH2:43])C.CN1CCOCC1.O.[OH-].[Li+].